This data is from Full USPTO retrosynthesis dataset with 1.9M reactions from patents (1976-2016). The task is: Predict the reactants needed to synthesize the given product. (1) Given the product [CH3:1][O:2][C:17](=[O:21])[CH2:13][C@H:12]([OH:14])[CH2:10][Cl:11], predict the reactants needed to synthesize it. The reactants are: [CH3:1][OH:2].NC1C=CN=CC=1.[CH2:10]([C@H:12]1[O:14][CH2:13]1)[Cl:11].[C]=O.[C:17]([OH:21])(C)(C)C. (2) Given the product [CH3:50][O:49][C:47]([C:39]1[CH:40]=[C:41]([C:4]2[CH:5]=[CH:6][C:7]([CH:8]([CH3:28])[C:9]([C:15]3[CH:16]=[CH:17][C:18]4[O:23][CH2:22][C:21](=[O:24])[N:20]([CH2:25][CH3:26])[C:19]=4[CH:27]=3)([OH:14])[C:10]([F:11])([F:12])[F:13])=[C:2]([Cl:1])[CH:3]=2)[CH:42]=[CH:43][C:38]=1[Cl:37])=[O:48], predict the reactants needed to synthesize it. The reactants are: [Cl:1][C:2]1[CH:3]=[C:4](OS(C(F)(F)F)(=O)=O)[CH:5]=[CH:6][C:7]=1[CH:8]([CH3:28])[C:9]([C:15]1[CH:16]=[CH:17][C:18]2[O:23][CH2:22][C:21](=[O:24])[N:20]([CH2:25][CH3:26])[C:19]=2[CH:27]=1)([OH:14])[C:10]([F:13])([F:12])[F:11].[Cl:37][C:38]1[CH:43]=[CH:42][C:41](B(O)O)=[CH:40][C:39]=1[C:47]([O:49][CH2:50]C)=[O:48]. (3) The reactants are: [Cl:1][C:2]1[CH:21]=[CH:20][C:5]([CH2:6][N:7]2[C:15]3[C:10](=[CH:11][C:12]([C:16]([OH:18])=[O:17])=[CH:13][CH:14]=3)[CH:9]=[C:8]2[CH3:19])=[CH:4][CH:3]=1.[CH3:22][Si](C=[N+]=[N-])(C)C. Given the product [Cl:1][C:2]1[CH:21]=[CH:20][C:5]([CH2:6][N:7]2[C:15]3[C:10](=[CH:11][C:12]([C:16]([O:18][CH3:22])=[O:17])=[CH:13][CH:14]=3)[CH:9]=[C:8]2[CH3:19])=[CH:4][CH:3]=1, predict the reactants needed to synthesize it. (4) Given the product [F:12][C:5]1[CH:6]=[C:7]([CH:10]=[CH:11][C:4]=1[CH:3]=[O:13])[CH:8]=[C:19]1[S:15][C:16](=[O:21])[NH:17][C:18]1=[O:20], predict the reactants needed to synthesize it. The reactants are: CO[CH:3]([O:13]C)[C:4]1[CH:11]=[CH:10][C:7]([CH:8]=O)=[CH:6][C:5]=1[F:12].[S:15]1[CH2:19][C:18](=[O:20])[NH:17][C:16]1=[O:21].N1CCCCC1.Cl.